Dataset: Reaction yield outcomes from USPTO patents with 853,638 reactions. Task: Predict the reaction yield, written as a fraction of the theoretical maximum amount of product (1.0 means a 100% yield; for example, 0.34 means a 34% yield). (1) The reactants are [Br:1][C:2]1[CH:3]=[CH:4][C:5]([OH:10])=[C:6]([CH:9]=1)[CH:7]=[O:8].[CH2:11](Br)[C:12]1[CH:17]=[CH:16][CH:15]=[CH:14][CH:13]=1.[I-].[K+].C(=O)([O-])[O-].[K+].[K+]. The catalyst is CC(C)=O.C(OCC)(=O)C. The product is [CH2:11]([O:10][C:5]1[CH:4]=[CH:3][C:2]([Br:1])=[CH:9][C:6]=1[CH:7]=[O:8])[C:12]1[CH:17]=[CH:16][CH:15]=[CH:14][CH:13]=1. The yield is 0.810. (2) The reactants are [CH3:1][N:2]([CH3:38])[C:3]([C@:5]1([CH2:35][O:36][CH3:37])[CH2:9][CH2:8][C@H:7]([C:10]2[CH:15]=[CH:14][C:13]([O:16][CH2:17][C:18]3[CH:23]=[CH:22][CH:21]=[CH:20][C:19]=3[F:24])=[CH:12][CH:11]=2)[N:6]1C(OCC1C=CC=CC=1)=O)=[O:4]. The catalyst is CO.[Pd]. The product is [F:24][C:19]1[CH:20]=[CH:21][CH:22]=[CH:23][C:18]=1[CH2:17][O:16][C:13]1[CH:14]=[CH:15][C:10]([C@@H:7]2[NH:6][C@:5]([CH2:35][O:36][CH3:37])([C:3]([N:2]([CH3:1])[CH3:38])=[O:4])[CH2:9][CH2:8]2)=[CH:11][CH:12]=1. The yield is 0.970. (3) The reactants are [C:1]1([CH2:7][O:8][C:9]([C:11]2([NH2:17])[CH2:16][CH2:15][CH2:14][CH2:13][CH2:12]2)=[O:10])[CH:6]=[CH:5][CH:4]=[CH:3][CH:2]=1.[C:18](OC(OC(C)(C)C)=O)(OC(C)(C)C)=[O:19].C(N(CC)CC)C.[C:40]1([N:46]2[CH2:51][CH2:50][NH:49][CH2:48][CH2:47]2)[CH:45]=[CH:44][CH:43]=[CH:42][CH:41]=1. The catalyst is C(Cl)Cl. The product is [C:1]1([CH2:7][O:8][C:9]([C:11]2([NH:17][C:18]([N:49]3[CH2:50][CH2:51][N:46]([C:40]4[CH:45]=[CH:44][CH:43]=[CH:42][CH:41]=4)[CH2:47][CH2:48]3)=[O:19])[CH2:12][CH2:13][CH2:14][CH2:15][CH2:16]2)=[O:10])[CH:2]=[CH:3][CH:4]=[CH:5][CH:6]=1. The yield is 0.700. (4) The reactants are N12CCCN=C1CCCCC2.Cl.[NH2:13][CH2:14][C:15]1[CH:23]=[CH:22][CH:21]=[C:20]2[C:16]=1[C:17](=[O:33])[N:18]([CH:25]1[CH2:30][CH2:29][C:28](=[O:31])[NH:27][C:26]1=[O:32])[C:19]2=[O:24].[C:34]([O:37][CH2:38][C:39](Cl)=[O:40])(=[O:36])[CH3:35]. The catalyst is CC#N. The product is [C:34]([O:37][CH2:38][C:39](=[O:40])[NH:13][CH2:14][C:15]1[CH:23]=[CH:22][CH:21]=[C:20]2[C:16]=1[C:17](=[O:33])[N:18]([CH:25]1[CH2:30][CH2:29][C:28](=[O:31])[NH:27][C:26]1=[O:32])[C:19]2=[O:24])(=[O:36])[CH3:35]. The yield is 0.750. (5) The catalyst is CO.[Pd]. The reactants are Cl[C:2]1[CH:7]=[CH:6][C:5](/[C:8](/[CH3:24])=[CH:9]/[S:10]([NH:13][C:14]2[CH:19]=[CH:18][CH:17]=[CH:16][C:15]=2[S:20]([NH2:23])(=[O:22])=[O:21])(=[O:12])=[O:11])=[CH:4][CH:3]=1.ClC1C=CC(C(=C)CS(NC2C=CC=CC=2S(N)(=O)=O)(=O)=O)=CC=1.[H][H]. The product is [C:5]1([CH:8]([CH3:24])[CH2:9][S:10]([NH:13][C:14]2[CH:19]=[CH:18][CH:17]=[CH:16][C:15]=2[S:20]([NH2:23])(=[O:22])=[O:21])(=[O:11])=[O:12])[CH:6]=[CH:7][CH:2]=[CH:3][CH:4]=1. The yield is 0.320. (6) The reactants are O.[OH-].[Li+].C[O:5][C:6](=[O:38])/[C:7](/[NH:17][C:18](=[O:37])[C:19]1[CH:24]=[CH:23][C:22]([C:25]([NH:27][CH2:28][C:29]2[CH:34]=[CH:33][CH:32]=[C:31]([OH:35])[CH:30]=2)=[O:26])=[CH:21][C:20]=1[Cl:36])=[CH:8]/[C:9]1[S:13][C:12]([CH2:14][CH3:15])=[N:11][C:10]=1[CH3:16].Cl. The catalyst is O.O1CCCC1.CO. The product is [Cl:36][C:20]1[CH:21]=[C:22]([C:25]([NH:27][CH2:28][C:29]2[CH:34]=[CH:33][CH:32]=[C:31]([OH:35])[CH:30]=2)=[O:26])[CH:23]=[CH:24][C:19]=1[C:18]([NH:17]/[C:7](=[CH:8]\[C:9]1[S:13][C:12]([CH2:14][CH3:15])=[N:11][C:10]=1[CH3:16])/[C:6]([OH:38])=[O:5])=[O:37]. The yield is 0.900. (7) The reactants are [NH2:1][C:2]1[CH:3]=[C:4]([CH:10]=[CH:11][CH:12]=1)[C:5]([O:7][CH2:8][CH3:9])=[O:6].[F:13][C:14]([F:27])([O:18][C:19]1[CH:20]=[C:21]([CH:24]=[CH:25][CH:26]=1)[CH:22]=O)[CH:15]([F:17])[F:16].C(O)(=O)C.[BH-](OC(C)=O)(OC(C)=O)OC(C)=O.[Na+]. The catalyst is ClC(Cl)C. The product is [F:13][C:14]([F:27])([O:18][C:19]1[CH:20]=[C:21]([CH2:22][NH:1][C:2]2[CH:3]=[C:4]([CH:10]=[CH:11][CH:12]=2)[C:5]([O:7][CH2:8][CH3:9])=[O:6])[CH:24]=[CH:25][CH:26]=1)[CH:15]([F:16])[F:17]. The yield is 0.980. (8) The reactants are [S:1]1[C:5]2[CH:6]=[C:7]([CH2:9]O)[NH:8][C:4]=2[N:3]=[CH:2]1.C([SiH](CC)CC)C.FC(F)(F)C(O)=O.C(=O)(O)[O-].[Na+]. The catalyst is ClCCl. The product is [CH3:9][C:7]1[NH:8][C:4]2[N:3]=[CH:2][S:1][C:5]=2[CH:6]=1. The yield is 0.800.